Dataset: Full USPTO retrosynthesis dataset with 1.9M reactions from patents (1976-2016). Task: Predict the reactants needed to synthesize the given product. (1) Given the product [CH:1]1([CH2:7][C:8]2[N:9]=[N:10][N:11]([C@@H:13]3[C@H:17]4[O:18][CH2:19][C@H:20]([NH:21][C:28](=[O:29])[CH2:27][CH:22]5[CH2:26][CH2:25][CH2:24][CH2:23]5)[C@H:16]4[O:15][CH2:14]3)[CH:12]=2)[CH2:2][CH2:3][CH2:4][CH2:5][CH2:6]1, predict the reactants needed to synthesize it. The reactants are: [CH:1]1([CH2:7][C:8]2[N:9]=[N:10][N:11]([C@@H:13]3[C@H:17]4[O:18][CH2:19][C@H:20]([NH2:21])[C@H:16]4[O:15][CH2:14]3)[CH:12]=2)[CH2:6][CH2:5][CH2:4][CH2:3][CH2:2]1.[CH:22]1([CH2:27][C:28](O)=[O:29])[CH2:26][CH2:25][CH2:24][CH2:23]1. (2) The reactants are: [CH3:1][CH:2]([C:4]1[N:9]=[C:8]([CH:10]([CH3:12])[CH3:11])[C:7](/[CH:13]=[CH:14]/[C@H:15]2[O:21][C:19](=[O:20])[CH2:18][C@H:17]([OH:22])[CH2:16]2)=[C:6]([C:23]2[CH:28]=[CH:27][C:26]([F:29])=[CH:25][CH:24]=2)[C:5]=1[CH2:30][O:31][CH3:32])[CH3:3].[OH-:33].[Na+:34]. Given the product [CH3:1][CH:2]([C:4]1[C:5]([CH2:30][O:31][CH3:32])=[C:6]([C:23]2[CH:28]=[CH:27][C:26]([F:29])=[CH:25][CH:24]=2)[C:7](/[CH:13]=[CH:14]/[C@@H:15]([OH:21])[CH2:16][C@@H:17]([OH:22])[CH2:18][C:19]([O-:33])=[O:20])=[C:8]([CH:10]([CH3:12])[CH3:11])[N:9]=1)[CH3:3].[Na+:34], predict the reactants needed to synthesize it. (3) The reactants are: [F:1][C:2]([F:52])([F:51])[C:3]1[CH:4]=[C:5]([CH:48]=[CH:49][CH:50]=1)[CH2:6][NH:7][C:8]([C:10]1[CH:15]=[CH:14][N:13]=[C:12]([C:16]2[CH:21]=[C:20]([O:22][CH2:23][C:24]([F:27])([F:26])[F:25])[CH:19]=[CH:18][C:17]=2[NH:28][C:29]([C:31]2[CH:32]=[C:33]([CH:45]=[CH:46][CH:47]=2)[CH2:34][S:35][CH2:36][CH2:37][C:38]([O:40]C(C)(C)C)=[O:39])=[O:30])[CH:11]=1)=[O:9].FC(F)(F)C(O)=O. Given the product [F:52][C:2]([F:1])([F:51])[C:3]1[CH:4]=[C:5]([CH:48]=[CH:49][CH:50]=1)[CH2:6][NH:7][C:8]([C:10]1[CH:15]=[CH:14][N:13]=[C:12]([C:16]2[CH:21]=[C:20]([O:22][CH2:23][C:24]([F:26])([F:25])[F:27])[CH:19]=[CH:18][C:17]=2[NH:28][C:29]([C:31]2[CH:32]=[C:33]([CH:45]=[CH:46][CH:47]=2)[CH2:34][S:35][CH2:36][CH2:37][C:38]([OH:40])=[O:39])=[O:30])[CH:11]=1)=[O:9], predict the reactants needed to synthesize it. (4) Given the product [ClH:1].[Cl:1][C:2]1[CH:3]=[N+:4]([O-:40])[CH:5]=[C:6]([Cl:39])[C:7]=1[CH2:8][C@H:9]([O:20][C:21](=[O:38])[C:22]1[CH:27]=[CH:26][C:25]([N:28]([CH2:48][CH2:49][N:50]2[CH2:55][CH2:54][O:53][CH2:52][CH2:51]2)[S:29]([CH3:32])(=[O:31])=[O:30])=[C:24]([O:33][CH2:34][CH:35]2[CH2:37][CH2:36]2)[CH:23]=1)[C:10]1[CH:15]=[CH:14][C:13]([O:16][CH3:17])=[C:12]([O:18][CH3:19])[CH:11]=1, predict the reactants needed to synthesize it. The reactants are: [Cl:1][C:2]1[CH:3]=[N+:4]([O-:40])[CH:5]=[C:6]([Cl:39])[C:7]=1[CH2:8][C@H:9]([O:20][C:21](=[O:38])[C:22]1[CH:27]=[CH:26][C:25]([NH:28][S:29]([CH3:32])(=[O:31])=[O:30])=[C:24]([O:33][CH2:34][CH:35]2[CH2:37][CH2:36]2)[CH:23]=1)[C:10]1[CH:15]=[CH:14][C:13]([O:16][CH3:17])=[C:12]([O:18][CH3:19])[CH:11]=1.C([O-])([O-])=O.[K+].[K+].Cl[CH2:48][CH2:49][N:50]1[CH2:55][CH2:54][O:53][CH2:52][CH2:51]1.O.